From a dataset of Catalyst prediction with 721,799 reactions and 888 catalyst types from USPTO. Predict which catalyst facilitates the given reaction. (1) Product: [CH3:3][C:4]1[N:9]=[C:8]([C:10]2([C:16]#[N:17])[CH2:15][CH2:14][N:13]([S:30]([CH2:27][CH2:28][CH3:29])(=[O:32])=[O:31])[CH2:12][CH2:11]2)[CH:7]=[CH:6][CH:5]=1.[CH2:27]([S:30]([N:13]1[CH2:12][CH2:11][CH:10]([C:16]#[N:17])[CH2:15][CH2:14]1)(=[O:32])=[O:31])[CH2:28][CH3:29]. Reactant: Cl.Cl.[CH3:3][C:4]1[N:9]=[C:8]([C:10]2([C:16]#[N:17])[CH2:15][CH2:14][NH:13][CH2:12][CH2:11]2)[CH:7]=[CH:6][CH:5]=1.CCN(C(C)C)C(C)C.[CH2:27]([S:30](Cl)(=[O:32])=[O:31])[CH2:28][CH3:29].[OH-].[Na+]. The catalyst class is: 2. (2) Reactant: [NH2:1][CH2:2][C:3]([NH2:6])([CH3:5])[CH3:4].[C:7](O[C:7]([O:9][C:10]([CH3:13])([CH3:12])[CH3:11])=[O:8])([O:9][C:10]([CH3:13])([CH3:12])[CH3:11])=[O:8]. Product: [C:10]([O:9][C:7](=[O:8])[NH:1][CH2:2][C:3]([NH2:6])([CH3:5])[CH3:4])([CH3:13])([CH3:12])[CH3:11]. The catalyst class is: 7. (3) Reactant: O(C([NH:8][C@@H:9]([C@H:18]([C:20]1[CH:25]=[CH:24][C:23]([F:26])=[CH:22][CH:21]=1)[CH3:19])[C:10]([N:12]1[CH2:16][CH2:15][C@H:14]([F:17])[CH2:13]1)=[O:11])=O)C(C)(C)C.[F:27][C:28]([F:33])([F:32])[C:29]([OH:31])=[O:30]. Product: [F:27][C:28]([F:33])([F:32])[C:29]([OH:31])=[O:30].[NH2:8][C@@H:9]([C@H:18]([C:20]1[CH:21]=[CH:22][C:23]([F:26])=[CH:24][CH:25]=1)[CH3:19])[C:10]([N:12]1[CH2:16][CH2:15][C@H:14]([F:17])[CH2:13]1)=[O:11]. The catalyst class is: 4. (4) Reactant: [NH2:1][C:2]1[N:24]([CH2:25][CH2:26][CH2:27][NH:28]C(=O)OC(C)(C)C)[C:6]2[N:7]=[C:8]([NH:11][C:12]3[CH:17]=[CH:16][C:15]([N:18]4[CH2:23][CH2:22][O:21][CH2:20][CH2:19]4)=[CH:14][CH:13]=3)[N:9]=[CH:10][C:5]=2[C:4](=[O:36])[C:3]=1[C:37](=[O:39])[NH2:38].[ClH:40].CCOCC. Product: [ClH:40].[NH2:1][C:2]1[N:24]([CH2:25][CH2:26][CH2:27][NH2:28])[C:6]2[N:7]=[C:8]([NH:11][C:12]3[CH:13]=[CH:14][C:15]([N:18]4[CH2:19][CH2:20][O:21][CH2:22][CH2:23]4)=[CH:16][CH:17]=3)[N:9]=[CH:10][C:5]=2[C:4](=[O:36])[C:3]=1[C:37]([NH2:38])=[O:39]. The catalyst class is: 12. (5) Reactant: [Cl-].F[C:3]1C=CC(C2N=C([Al+]CN)SN=2)=CC=1C(F)(F)F.[Cl-].[F:22][C:23]1[CH:28]=[CH:27][C:26]([C:29]2[N:33]=[C:32]([NH3+:34])[S:31][N:30]=2)=[CH:25][C:24]=1[C:35]([F:38])([F:37])[F:36].CO[C:41](=[O:59])[C:42]1[CH:47]=[CH:46][C:45]([NH:48][C:49]2[CH:54]=[C:53]([O:55][CH:56]3[CH2:58][CH2:57]3)[N:52]=[CH:51][N:50]=2)=[CH:44][CH:43]=1. Product: [CH:58]1([CH2:56][O:55][C:53]2[N:52]=[CH:51][N:50]=[C:49]([NH:48][C:45]3[CH:44]=[CH:43][C:42]([C:41]([NH:34][C:32]4[S:31][N:30]=[C:29]([C:26]5[CH:27]=[CH:28][C:23]([F:22])=[C:24]([C:35]([F:36])([F:37])[F:38])[CH:25]=5)[N:33]=4)=[O:59])=[CH:47][CH:46]=3)[CH:54]=2)[CH2:57][CH2:3]1. The catalyst class is: 11. (6) Reactant: [CH2:1]([C:3]1[CH:4]=[C:5]([C:9]2[C:14]([F:15])=[CH:13][CH:12]=[CH:11][C:10]=2[C:16]([OH:31])([CH:25]2[CH2:30][CH2:29][CH2:28][NH:27][CH2:26]2)[CH2:17][CH2:18][CH2:19][NH:20][C:21](=[O:24])[O:22][CH3:23])[CH:6]=[CH:7][CH:8]=1)[CH3:2].CC(O[C:37]([N:39](C)[CH2:40][CH2:41][CH2:42][C:43](O)=[O:44])=O)(C)C.CN(C(ON1N=NC2C=CC=CC1=2)=[N+](C)C)C.F[P-](F)(F)(F)(F)F.C(N(C(C)C)CC)(C)C. Product: [CH2:1]([C:3]1[CH:4]=[C:5]([C:9]2[C:14]([F:15])=[CH:13][CH:12]=[CH:11][C:10]=2[C:16]([OH:31])([C@@H:25]2[CH2:30][CH2:29][CH2:28][N:27]([C:43](=[O:44])[CH2:42][CH2:41][CH2:40][NH:39][CH3:37])[CH2:26]2)[CH2:17][CH2:18][CH2:19][NH:20][C:21](=[O:24])[O:22][CH3:23])[CH:6]=[CH:7][CH:8]=1)[CH3:2]. The catalyst class is: 23. (7) Reactant: [C:1]([O:5][C:6]([N:8]1[CH:17]([C:18](O)=[O:19])[CH2:16][C:15]2[C:10](=[CH:11][C:12]([Cl:21])=[CH:13][CH:14]=2)[CH2:9]1)=[O:7])([CH3:4])([CH3:3])[CH3:2].B. Product: [Cl:21][C:12]1[CH:11]=[C:10]2[C:15]([CH2:16][CH:17]([CH2:18][OH:19])[N:8]([C:6]([O:5][C:1]([CH3:2])([CH3:3])[CH3:4])=[O:7])[CH2:9]2)=[CH:14][CH:13]=1. The catalyst class is: 1. (8) Reactant: Br[C:2]1[N:7]=[CH:6][C:5]([CH2:8][N:9]2[CH2:14][CH2:13][O:12][CH2:11][CH2:10]2)=[CH:4][CH:3]=1.[CH2:15]([Sn](CCCC)(CCCC)C=C)[CH2:16]CC. Product: [CH:15]([C:2]1[N:7]=[CH:6][C:5]([CH2:8][N:9]2[CH2:14][CH2:13][O:12][CH2:11][CH2:10]2)=[CH:4][CH:3]=1)=[CH2:16]. The catalyst class is: 398.